This data is from Catalyst prediction with 721,799 reactions and 888 catalyst types from USPTO. The task is: Predict which catalyst facilitates the given reaction. (1) Reactant: C(N(CC)CC)C.[NH2:8][C:9]1[N:14]=[C:13](Cl)[C:12]([C:16](=O)[CH2:17][CH:18]2[CH2:22][O:21][C:20]([CH3:24])([CH3:23])[O:19]2)=[C:11]([Cl:26])[N:10]=1.Cl.[CH3:28][O:29][C:30]1[CH:38]=[CH:37][C:33]([CH2:34][NH:35][NH2:36])=[CH:32][CH:31]=1.Cl. Product: [Cl:26][C:11]1[N:10]=[C:9]([NH2:8])[N:14]=[C:13]2[N:35]([CH2:34][C:33]3[CH:37]=[CH:38][C:30]([O:29][CH3:28])=[CH:31][CH:32]=3)[N:36]=[C:16]([CH2:17][CH:18]3[CH2:22][O:21][C:20]([CH3:24])([CH3:23])[O:19]3)[C:12]=12. The catalyst class is: 4. (2) Reactant: [C:1]([O:5][C:6]([N:8]1[CH2:13][CH2:12][CH:11]([N:14]([C:20]2[CH:25]=[CH:24][C:23]([OH:26])=[CH:22][CH:21]=2)[CH2:15][CH2:16][CH:17]([CH3:19])[CH3:18])[CH2:10][CH2:9]1)=[O:7])([CH3:4])([CH3:3])[CH3:2].[H-].[Na+].CS(O[CH2:34][C:35]1[CH:40]=[CH:39][C:38]([F:41])=[CH:37][CH:36]=1)(=O)=O. Product: [C:1]([O:5][C:6]([N:8]1[CH2:13][CH2:12][CH:11]([N:14]([C:20]2[CH:25]=[CH:24][C:23]([O:26][CH2:34][C:35]3[CH:40]=[CH:39][C:38]([F:41])=[CH:37][CH:36]=3)=[CH:22][CH:21]=2)[CH2:15][CH2:16][CH:17]([CH3:18])[CH3:19])[CH2:10][CH2:9]1)=[O:7])([CH3:3])([CH3:4])[CH3:2]. The catalyst class is: 31. (3) Reactant: Br[C:2]1[CH:7]=[C:6]([S:8]([CH3:10])=[O:9])[C:5](Br)=[CH:4][C:3]=1[S:12]([CH3:14])=[O:13].[CH2:15]([C:21]1[S:25][C:24]([Sn](C)(C)C)=[CH:23][CH:22]=1)[CH2:16][CH2:17][CH2:18][CH2:19][CH3:20]. Product: [CH3:14][S:12]([C:3]1[CH:4]=[C:5]([C:24]2[S:25][C:21]([CH2:15][CH2:16][CH2:17][CH2:18][CH2:19][CH3:20])=[CH:22][CH:23]=2)[C:6]([S:8]([CH3:10])=[O:9])=[CH:7][C:2]=1[C:24]1[S:25][C:21]([CH2:15][CH2:16][CH2:17][CH2:18][CH2:19][CH3:20])=[CH:22][CH:23]=1)=[O:13]. The catalyst class is: 128. (4) Product: [Cl:1][C:2]1[CH:3]=[C:4]([CH:10]=[CH:11][C:12]=1[N:20]1[CH:24]=[CH:23][CH:22]=[N:21]1)[C:5]([O:7][CH2:8][CH3:9])=[O:6]. The catalyst class is: 42. Reactant: [Cl:1][C:2]1[CH:3]=[C:4]([CH:10]=[CH:11][C:12]=1F)[C:5]([O:7][CH2:8][CH3:9])=[O:6].C(=O)([O-])[O-].[K+].[K+].[NH:20]1[CH:24]=[CH:23][CH:22]=[N:21]1.O. (5) Reactant: [H-].[Na+].[C:3]([O:7][C:8](=[O:35])[CH2:9][CH2:10][C:11]1[CH:16]=[CH:15][C:14]([C:17]([N:19]2[CH2:28][C:27]3[CH:26]=[N:25][N:24]([CH3:29])[C:23]=3[NH:22][C:21]3[CH:30]=[CH:31][CH:32]=[CH:33][C:20]2=3)=[O:18])=[CH:13][C:12]=1[CH3:34])([CH3:6])([CH3:5])[CH3:4].CI.[CH3:38]COC(C)=O. Product: [C:3]([O:7][C:8](=[O:35])[CH2:9][CH2:10][C:11]1[CH:16]=[CH:15][C:14]([C:17]([N:19]2[CH2:28][C:27]3[CH:26]=[N:25][N:24]([CH3:29])[C:23]=3[N:22]([CH3:38])[C:21]3[CH:30]=[CH:31][CH:32]=[CH:33][C:20]2=3)=[O:18])=[CH:13][C:12]=1[CH3:34])([CH3:6])([CH3:5])[CH3:4]. The catalyst class is: 3. (6) Reactant: [CH3:1][C@@H:2]1[C:7](=[O:8])[NH:6][N:5]=[C:4]2[CH2:9][O:10][C:11]3[CH:16]=[CH:15][C:14](B4OC(C)(C)C(C)(C)O4)=[CH:13][C:12]=3[N:3]12.[CH2:26]([C@H:33]1[N:38]([C:39]([O:41][C:42]([CH3:45])([CH3:44])[CH3:43])=[O:40])[CH2:37][CH:36]=[C:35](OS(C(F)(F)F)(=O)=O)[CH2:34]1)[C:27]1[CH:32]=[CH:31][CH:30]=[CH:29][CH:28]=1.C([O-])([O-])=O.[K+].[K+]. Product: [CH2:26]([C@H:33]1[N:38]([C:39]([O:41][C:42]([CH3:45])([CH3:44])[CH3:43])=[O:40])[CH2:37][CH:36]=[C:35]([C:14]2[CH:15]=[CH:16][C:11]3[O:10][CH2:9][C:4]4=[N:5][NH:6][C:7](=[O:8])[C@@H:2]([CH3:1])[N:3]4[C:12]=3[CH:13]=2)[CH2:34]1)[C:27]1[CH:28]=[CH:29][CH:30]=[CH:31][CH:32]=1. The catalyst class is: 38. (7) Reactant: [NH2:1][C:2]1[O:3][C:4]2[C:9]([CH:10]([C:14]3[CH:19]=[C:18]([O:20][CH3:21])[C:17]([O:22][CH3:23])=[C:16]([Br:24])[CH:15]=3)[C:11]=1[C:12]#[N:13])=[CH:8][CH:7]=[C:6]1[C:25]([OH:29])=[CH:26][CH:27]=[CH:28][C:5]=21.[C:30](=O)([O-])[O-].[K+].[K+].IC. Product: [NH2:1][C:2]1[O:3][C:4]2[C:9]([CH:10]([C:14]3[CH:19]=[C:18]([O:20][CH3:21])[C:17]([O:22][CH3:23])=[C:16]([Br:24])[CH:15]=3)[C:11]=1[C:12]#[N:13])=[CH:8][CH:7]=[C:6]1[C:25]([O:29][CH3:30])=[CH:26][CH:27]=[CH:28][C:5]=21. The catalyst class is: 47.